Dataset: Full USPTO retrosynthesis dataset with 1.9M reactions from patents (1976-2016). Task: Predict the reactants needed to synthesize the given product. (1) Given the product [CH3:33][Si:2]([CH3:1])([CH3:32])[CH2:3][CH2:4][O:5][CH2:6][N:7]1[C:15]2[CH2:14][CH2:13][C:12]3([CH2:16][O:35][CH2:34]3)[CH2:11][C:10]=2[C:9]([C:29]([OH:31])=[O:30])=[N:8]1, predict the reactants needed to synthesize it. The reactants are: [CH3:1][Si:2]([CH3:33])([CH3:32])[CH2:3][CH2:4][O:5][CH2:6][N:7]1[C:15]2[CH2:14][CH2:13][CH:12]([C:16]3C=NN(COCC[Si](C)(C)C)C=3)[CH2:11][C:10]=2[C:9]([C:29]([OH:31])=[O:30])=[N:8]1.[CH2:34]1C2(CCC(=O)CC2)C[O:35]1. (2) Given the product [Br:13][C:14]1[N:31]([CH2:32][O:33][CH2:34][CH2:35][Si:36]([CH3:39])([CH3:38])[CH3:37])[C:17]2[CH:18]=[N:19][N:20]([CH2:23][O:24][CH2:25][CH2:26][Si:27]([CH3:28])([CH3:29])[CH3:30])[C:5](=[O:1])[C:4]=2[C:3]=1[CH2:2][O:10][CH2:6][CH:7]([CH3:9])[CH3:8], predict the reactants needed to synthesize it. The reactants are: [O:1]1[CH2:5][CH2:4][CH2:3][CH2:2]1.[CH2:6]([OH:10])[CH:7]([CH3:9])[CH3:8].[H-].[Na+].[Br:13][C:14]1[N:31]([CH2:32][O:33][CH2:34][CH2:35][Si:36]([CH3:39])([CH3:38])[CH3:37])[C:17]2[CH:18]=[N:19][N:20]([CH2:23][O:24][CH2:25][CH2:26][Si:27]([CH3:30])([CH3:29])[CH3:28])C(=O)C=2C=1CBr. (3) Given the product [CH2:1]([O:8][C:9]1[CH:10]=[CH:11][C:12]([NH:15][C:16]2[N:17]=[CH:18][C:13]3[C:12](=[CH:11][CH:10]=[C:9]([C:39]4[O:40][C:36]([C:31]56[O:30][CH2:29][C:28]([CH3:27])([CH2:33][O:32]5)[CH2:35][O:34]6)=[CH:37][CH:38]=4)[CH:14]=3)[N:15]=2)=[CH:13][CH:14]=1)[C:2]1[CH:3]=[CH:4][CH:5]=[CH:6][CH:7]=1, predict the reactants needed to synthesize it. The reactants are: [CH2:1]([O:8][C:9]1[CH:14]=[CH:13][C:12]([NH:15][C:16]2C3C(=CC=C(I)C=3)N=[CH:18][N:17]=2)=[CH:11][CH:10]=1)[C:2]1[CH:7]=[CH:6][CH:5]=[CH:4][CH:3]=1.[CH3:27][C:28]12[CH2:35][O:34][C:31]([C:36]3[O:40][C:39]([Sn](CCCC)(CCCC)CCCC)=[CH:38][CH:37]=3)([O:32][CH2:33]1)[O:30][CH2:29]2. (4) Given the product [O:7]([CH2:25][CH2:26][C:27]1([CH2:33][CH2:34][O:35][C:36]2[CH:45]=[C:40]([CH2:41][OH:42])[CH:39]=[C:38]([CH2:46][OH:47])[CH:37]=2)[CH2:32][CH2:31][CH2:30][CH2:29][CH2:28]1)[Si:8]([C:21]([CH3:24])([CH3:23])[CH3:22])([C:15]1[CH:16]=[CH:17][CH:18]=[CH:19][CH:20]=1)[C:9]1[CH:10]=[CH:11][CH:12]=[CH:13][CH:14]=1, predict the reactants needed to synthesize it. The reactants are: [H-].[Al+3].[Li+].[H-].[H-].[H-].[O:7]([CH2:25][CH2:26][C:27]1([CH2:33][CH2:34][O:35][C:36]2[CH:37]=[C:38]([C:46](OC)=[O:47])[CH:39]=[C:40]([CH:45]=2)[C:41](OC)=[O:42])[CH2:32][CH2:31][CH2:30][CH2:29][CH2:28]1)[Si:8]([C:21]([CH3:24])([CH3:23])[CH3:22])([C:15]1[CH:20]=[CH:19][CH:18]=[CH:17][CH:16]=1)[C:9]1[CH:14]=[CH:13][CH:12]=[CH:11][CH:10]=1.[OH-].[Na+]. (5) Given the product [CH3:49][N:50]([CH3:59])[CH2:51][CH2:52][N:53]1[CH2:58][CH2:57][N:56]([C:8]([NH:9][C:19]2[CH:24]=[C:23]([O:25][C:26]3[CH:27]=[CH:28][C:29]([NH:32][C:33]([C:35]4([C:38]([NH:39][C:40]5[CH:41]=[CH:42][C:43]([F:46])=[CH:44][CH:45]=5)=[O:47])[CH2:37][CH2:36]4)=[O:34])=[CH:30][CH:31]=3)[CH:22]=[CH:21][N:20]=2)=[O:7])[CH2:55][CH2:54]1, predict the reactants needed to synthesize it. The reactants are: C1([O:7][C:8](=O)[N:9]([C:19]2[CH:24]=[C:23]([O:25][C:26]3[CH:31]=[CH:30][C:29]([NH:32][C:33]([C:35]4([C:38](=[O:47])[NH:39][C:40]5[CH:45]=[CH:44][C:43]([F:46])=[CH:42][CH:41]=5)[CH2:37][CH2:36]4)=[O:34])=[CH:28][CH:27]=3)[CH:22]=[CH:21][N:20]=2)C(OC2C=CC=CC=2)=O)C=CC=CC=1.[CH3:49][N:50]([CH3:59])[CH2:51][CH2:52][N:53]1[CH2:58][CH2:57][NH:56][CH2:55][CH2:54]1. (6) Given the product [O:14]=[C:15]1[N:21]([CH:22]2[CH2:27][CH2:26][N:25]([C:28]([O:30][C@H:31]([CH2:32][C:33]3[CH:34]=[C:35]([Br:41])[C:36]([OH:40])=[C:37]([Br:39])[CH:38]=3)[C:42]([N:11]3[CH2:12][CH2:13][CH:8]([N:5]4[CH2:6][CH2:7][N:2]([CH3:1])[CH2:3][CH2:4]4)[CH2:9][CH2:10]3)=[O:43])=[O:29])[CH2:24][CH2:23]2)[CH2:20][CH2:19][C:18]2[CH:45]=[CH:46][CH:47]=[CH:48][C:17]=2[NH:16]1, predict the reactants needed to synthesize it. The reactants are: [CH3:1][N:2]1[CH2:7][CH2:6][N:5]([CH:8]2[CH2:13][CH2:12][NH:11][CH2:10][CH2:9]2)[CH2:4][CH2:3]1.[O:14]=[C:15]1[N:21]([CH:22]2[CH2:27][CH2:26][N:25]([C:28]([O:30][C@@H:31]([C:42](O)=[O:43])[CH2:32][C:33]3[CH:38]=[C:37]([Br:39])[C:36]([OH:40])=[C:35]([Br:41])[CH:34]=3)=[O:29])[CH2:24][CH2:23]2)[CH2:20][CH2:19][C:18]2[CH:45]=[CH:46][CH:47]=[CH:48][C:17]=2[NH:16]1.CN(C(ON1N=NC2C=CC=NC1=2)=[N+](C)C)C.F[P-](F)(F)(F)(F)F.C(N(C(C)C)C(C)C)C.